From a dataset of Reaction yield outcomes from USPTO patents with 853,638 reactions. Predict the reaction yield, written as a fraction of the theoretical maximum amount of product (1.0 means a 100% yield; for example, 0.34 means a 34% yield). (1) The yield is 0.930. The reactants are [CH3:1][N:2]1[C@@H:19]2[CH2:20][C:7]3[CH:8]=[CH:9][C:10]([O:22][CH3:23])=[C:11]4[O:12][C@H:13]5[C:14]([CH2:16][CH2:17][C@:18]2([OH:21])[C@:5]5([C:6]=34)[CH2:4][CH2:3]1)=[O:15].[ClH:24].CC(O)C. The catalyst is O.C(O)(=O)C. The product is [CH3:1][N:2]1[C@@H:19]2[CH2:20][C:7]3[CH:8]=[CH:9][C:10]([O:22][CH3:23])=[C:11]4[O:12][C@H:13]5[C:14]([CH2:16][CH2:17][C@:18]2([OH:21])[C@:5]5([C:6]=34)[CH2:4][CH2:3]1)=[O:15].[ClH:24]. (2) The reactants are Br[C:2]1[CH:3]=[C:4]2[CH2:10][C:9]3([CH:15]4[CH2:16][CH2:17][N:12]([CH2:13][CH2:14]4)[CH2:11]3)[O:8][C:5]2=[N:6][CH:7]=1.[C:18]1(C)C=CC=C[C:19]=1P(C1C=CC=CC=1C)C1C=CC=CC=1C.[Cl-].[Li+].C(C([SnH3])=C(CCCC)CCCC)CCC. The catalyst is COCCOC.C(Cl)(Cl)Cl.CO. The product is [CH:18]([C:2]1[CH:3]=[C:4]2[CH2:10][C:9]3([CH:15]4[CH2:16][CH2:17][N:12]([CH2:13][CH2:14]4)[CH2:11]3)[O:8][C:5]2=[N:6][CH:7]=1)=[CH2:19]. The yield is 0.760. (3) The reactants are [Br:1][C:2]1[CH:14]=[CH:13][C:12]([C:15](=O)[NH2:16])=[C:11]2[C:3]=1[C:4]1[CH:5]=[CH:6][C:7]([C:18]([O:20][CH2:21][CH3:22])=[O:19])=[CH:8][C:9]=1[NH:10]2.P(Cl)(Cl)(Cl)=O. The catalyst is O. The product is [Br:1][C:2]1[CH:14]=[CH:13][C:12]([C:15]#[N:16])=[C:11]2[C:3]=1[C:4]1[CH:5]=[CH:6][C:7]([C:18]([O:20][CH2:21][CH3:22])=[O:19])=[CH:8][C:9]=1[NH:10]2. The yield is 0.980. (4) The product is [C:27]([C:26]1[C:25]2[C:20](=[CH:21][C:22]([O:29][CH3:30])=[CH:23][CH:24]=2)[N:19]([CH2:31][CH3:32])[C:18]=1[C:15]1[CH:14]=[CH:13][C:12]([N:7]([CH2:6][CH2:5][OH:4])[S:8]([CH3:11])(=[O:10])=[O:9])=[CH:17][CH:16]=1)#[N:28]. The reactants are C([O:4][CH2:5][CH2:6][N:7]([C:12]1[CH:17]=[CH:16][C:15]([C:18]2[N:19]([CH2:31][CH3:32])[C:20]3[C:25]([C:26]=2[C:27]#[N:28])=[CH:24][CH:23]=[C:22]([O:29][CH3:30])[CH:21]=3)=[CH:14][CH:13]=1)[S:8]([CH3:11])(=[O:10])=[O:9])(=O)C.O.[OH-].[Li+].C(OCC)(=O)C. The yield is 0.920. The catalyst is C1COCC1. (5) The reactants are [Cl:1][C:2]1[CH:7]=[CH:6][N:5]=[C:4]2[CH:8]=[CH:9][S:10][C:3]=12.[Li]CCCC.Br[C:17]1[CH:22]=[CH:21][C:20]([CH:23]2[O:27][CH2:26][CH2:25][O:24]2)=[CH:19][N:18]=1. The catalyst is C1COCC1.[Cl-].[Cl-].[Zn+2].C1C=CC([P]([Pd]([P](C2C=CC=CC=2)(C2C=CC=CC=2)C2C=CC=CC=2)([P](C2C=CC=CC=2)(C2C=CC=CC=2)C2C=CC=CC=2)[P](C2C=CC=CC=2)(C2C=CC=CC=2)C2C=CC=CC=2)(C2C=CC=CC=2)C2C=CC=CC=2)=CC=1. The product is [O:24]1[CH2:25][CH2:26][O:27][CH:23]1[C:20]1[CH:21]=[CH:22][C:17]([C:9]2[S:10][C:3]3[C:4](=[N:5][CH:6]=[CH:7][C:2]=3[Cl:1])[CH:8]=2)=[N:18][CH:19]=1. The yield is 0.980. (6) The reactants are Cl.Cl.[CH:3]1[C:15]2[CH:14]([CH2:16][O:17][C:18]([N:20]3[CH2:25][CH2:24][N:23]([CH2:26][CH2:27][C:28](OCC)=N)[CH2:22][CH2:21]3)=[O:19])[C:13]3[C:8](=[CH:9][CH:10]=[CH:11][CH:12]=3)[C:7]=2[CH:6]=[CH:5][CH:4]=1.[F:33][C:34]1[C:35]([NH2:41])=[C:36]([NH2:40])[CH:37]=[CH:38][CH:39]=1.C(=O)([O-])[O-].[K+].[K+]. The catalyst is C(Cl)(Cl)Cl. The product is [CH:3]1[C:15]2[CH:14]([CH2:16][O:17][C:18]([N:20]3[CH2:25][CH2:24][N:23]([CH2:26][CH2:27][C:28]4[NH:40][C:36]5[CH:37]=[CH:38][CH:39]=[C:34]([F:33])[C:35]=5[N:41]=4)[CH2:22][CH2:21]3)=[O:19])[C:13]3[C:8](=[CH:9][CH:10]=[CH:11][CH:12]=3)[C:7]=2[CH:6]=[CH:5][CH:4]=1. The yield is 0.600. (7) The reactants are [C:1]([NH:9][C:10]1[CH:15]=[CH:14][C:13]([C:16]2[CH:24]=[C:23]3[C:19]([CH2:20][N:21]([C@@H:26]([CH:31]([CH3:33])[CH3:32])[C:27]([O:29][CH3:30])=[O:28])[C:22]3=[O:25])=[CH:18][CH:17]=2)=[CH:12][CH:11]=1)(=[O:8])[C:2]1[CH:7]=[CH:6][CH:5]=[CH:4][CH:3]=1.NC1C=CC(C2C=C3C(CN([C@@H](C(C)C)C(OC)=O)C3=O)=CC=2)=CC=1.[F:59][C:60]([F:71])([F:70])C1C=CC=CC=1C(Cl)=O. No catalyst specified. The product is [CH3:32][CH:31]([CH3:33])[C@H:26]([N:21]1[CH2:20][C:19]2[C:23](=[CH:24][C:16]([C:13]3[CH:12]=[CH:11][C:10]([NH:9][C:1](=[O:8])[C:2]4[CH:3]=[CH:4][CH:5]=[CH:6][C:7]=4[C:60]([F:71])([F:70])[F:59])=[CH:15][CH:14]=3)=[CH:17][CH:18]=2)[C:22]1=[O:25])[C:27]([O:29][CH3:30])=[O:28]. The yield is 0.730. (8) The reactants are [Cl:1][CH2:2][CH2:3][CH2:4][C:5]([C:7]1[CH:12]=[CH:11][C:10]([CH:13]([CH3:15])[CH3:14])=[CH:9][CH:8]=1)=[O:6].[Br:16]N1C(=O)CCC1=O. The catalyst is C(Cl)(Cl)(Cl)Cl.CC(N=NC(C#N)(C)C)(C#N)C. The product is [Br:16][C:13]([C:10]1[CH:9]=[CH:8][C:7]([C:5](=[O:6])[CH2:4][CH2:3][CH2:2][Cl:1])=[CH:12][CH:11]=1)([CH3:15])[CH3:14]. The yield is 1.00. (9) The reactants are C([O:8][C@H:9]([CH2:11][CH2:12][CH2:13][CH2:14][CH2:15][CH2:16][C@@H:17]([OH:20])[CH2:18][CH3:19])[CH3:10])C1C=CC=CC=1.C(OCC)(=O)C.CCCCCC. The catalyst is C(O)C.[Pd]. The product is [CH3:10][C@H:9]([OH:8])[CH2:11][CH2:12][CH2:13][CH2:14][CH2:15][CH2:16][C@@H:17]([OH:20])[CH2:18][CH3:19]. The yield is 0.920.